From a dataset of Full USPTO retrosynthesis dataset with 1.9M reactions from patents (1976-2016). Predict the reactants needed to synthesize the given product. (1) Given the product [Cl:1][C:2]1[C:7]([F:8])=[CH:6][CH:5]=[C:4]([O:9][CH:10]([F:12])[F:11])[C:3]=1[C@H:13]([C:15]1[C:23]2[C:18](=[N:19][CH:20]=[C:21]([C:24]3[CH:25]=[N:26][N:27]([CH:30]4[CH2:35][CH2:34][C:33](=[O:36])[CH2:32][CH2:31]4)[C:28]=3[CH3:29])[CH:22]=2)[NH:17][CH:16]=1)[CH3:14], predict the reactants needed to synthesize it. The reactants are: [Cl:1][C:2]1[C:7]([F:8])=[CH:6][CH:5]=[C:4]([O:9][CH:10]([F:12])[F:11])[C:3]=1[C@H:13]([C:15]1[C:23]2[C:18](=[N:19][CH:20]=[C:21]([C:24]3[CH:25]=[N:26][N:27]([C@H:30]4[CH2:35][CH2:34][C@H:33]([OH:36])[CH2:32][CH2:31]4)[C:28]=3[CH3:29])[CH:22]=2)[NH:17][CH:16]=1)[CH3:14].CC(OI1(OC(C)=O)(OC(C)=O)OC(=O)C2C=CC=CC1=2)=O.C([O-])(O)=O.[Na+].C(Cl)Cl. (2) Given the product [Cl:29][C:14]1[N:15]=[C:16]2[C:11](=[CH:12][CH:13]=1)[N:10]=[CH:9][C:8]([C:6](=[O:7])[CH2:5][OH:4])=[C:17]2[NH:18][C@H:19]1[CH2:24][CH2:23][C@H:22]([CH2:25][N:26]([CH3:28])[CH3:27])[CH2:21][CH2:20]1, predict the reactants needed to synthesize it. The reactants are: C([O:4][CH2:5][C:6]([C:8]1[CH:9]=[N:10][C:11]2[C:16]([C:17]=1[NH:18][C@H:19]1[CH2:24][CH2:23][C@H:22]([CH2:25][N:26]([CH3:28])[CH3:27])[CH2:21][CH2:20]1)=[N:15][C:14]([Cl:29])=[CH:13][CH:12]=2)=[O:7])(=O)C.C(=O)([O-])[O-].[K+].[K+]. (3) Given the product [Br:1][C:2]1[CH:3]=[CH:4][C:5]2[C:13](=[O:14])[C:12](=[O:15])[C:11]3[N:10]([CH2:24][C:25](=[O:26])[NH2:27])[C:9]([CH3:16])=[C:8]([C:17]([O:19][CH2:20][CH3:21])=[O:18])[C:7]=3[C:6]=2[CH:22]=1, predict the reactants needed to synthesize it. The reactants are: [Br:1][C:2]1[CH:3]=[CH:4][C:5]2[C:13](=[O:14])[C:12](=[O:15])[C:11]3[NH:10][C:9]([CH3:16])=[C:8]([C:17]([O:19][CH2:20][CH3:21])=[O:18])[C:7]=3[C:6]=2[CH:22]=1.Br[CH2:24][C:25]([NH2:27])=[O:26].C([O-])([O-])=O.[K+].[K+]. (4) Given the product [CH3:1][C:2]1[C:10]2[C:9]([C:11]([O:13][CH2:14][CH3:15])=[O:12])=[CH:8][C:7]([CH2:16][CH2:17][C:18]3[CH:23]=[CH:22][CH:21]=[CH:20][CH:19]=3)=[N:6][C:5]=2[N:4]([CH2:24][C:25]2[CH:26]=[CH:27][C:28]([O:31][C:32]3[CH:37]=[CH:36][CH:35]=[CH:34][CH:33]=3)=[CH:29][CH:30]=2)[N:3]=1, predict the reactants needed to synthesize it. The reactants are: [CH3:1][C:2]1[C:10]2[C:9]([C:11]([O:13][CH2:14][CH3:15])=[O:12])=[CH:8][C:7](/[CH:16]=[CH:17]/[C:18]3[CH:23]=[CH:22][CH:21]=[CH:20][CH:19]=3)=[N:6][C:5]=2[N:4]([CH2:24][C:25]2[CH:30]=[CH:29][C:28]([O:31][C:32]3[CH:37]=[CH:36][CH:35]=[CH:34][CH:33]=3)=[CH:27][CH:26]=2)[N:3]=1.